This data is from Forward reaction prediction with 1.9M reactions from USPTO patents (1976-2016). The task is: Predict the product of the given reaction. (1) Given the reactants [CH2:1]([O:8][C:9]1[CH:14]=[CH:13][C:12]([N+:15]([O-:17])=[O:16])=[CH:11][C:10]=1[NH:18][C:19]1[C:24]([F:25])=[CH:23][N:22]=[C:21](Cl)[N:20]=1)[C:2]1[CH:7]=[CH:6][CH:5]=[CH:4][CH:3]=1.[CH3:27][O:28][CH2:29][CH2:30][O:31][C:32]1[CH:38]=[CH:37][C:35]([NH2:36])=[CH:34][CH:33]=1.C([O-])([O-])=O.[Cs+].[Cs+].CC1(C)C2C(=C(P(C3C=CC=CC=3)C3C=CC=CC=3)C=CC=2)OC2C(P(C3C=CC=CC=3)C3C=CC=CC=3)=CC=CC1=2, predict the reaction product. The product is: [CH2:1]([O:8][C:9]1[CH:14]=[CH:13][C:12]([N+:15]([O-:17])=[O:16])=[CH:11][C:10]=1[NH:18][C:19]1[C:24]([F:25])=[CH:23][N:22]=[C:21]([NH:36][C:35]2[CH:34]=[CH:33][C:32]([O:31][CH2:30][CH2:29][O:28][CH3:27])=[CH:38][CH:37]=2)[N:20]=1)[C:2]1[CH:7]=[CH:6][CH:5]=[CH:4][CH:3]=1. (2) Given the reactants CS[C:3]1[NH:11][C:6]2=[N:7][CH:8]=[CH:9][CH:10]=[C:5]2[N:4]=1.[ClH:12], predict the reaction product. The product is: [Cl:12][C:3]1[NH:11][C:6]2=[N:7][CH:8]=[CH:9][CH:10]=[C:5]2[N:4]=1. (3) Given the reactants [F:1][C:2]1[CH:7]=[CH:6][CH:5]=[CH:4][C:3]=1[C:8]12[CH2:15][N:14]([C:16]([O:18][C:19]([CH3:22])([CH3:21])[CH3:20])=[O:17])[CH2:13][CH:12]1[CH2:11][O:10][NH:9]2.C(O)(=O)C.C(=O)(O)[O-].[Na+], predict the reaction product. The product is: [NH2:9][C:8]1([C:3]2[CH:4]=[CH:5][CH:6]=[CH:7][C:2]=2[F:1])[CH:12]([CH2:11][OH:10])[CH2:13][N:14]([C:16]([O:18][C:19]([CH3:22])([CH3:21])[CH3:20])=[O:17])[CH2:15]1. (4) The product is: [NH2:4][C:5]1[C:14]2[N:15]=[C:16]([CH2:38][CH2:39][CH2:40][CH3:41])[N:17]([CH2:18][CH2:19][CH2:20][N:21]([CH2:26][C:27]3[CH:28]=[C:29]([CH2:33][C:34]([O:36][CH3:37])=[O:35])[CH:30]=[CH:31][CH:32]=3)[CH2:22][CH2:23][CH2:24][N:2]([CH3:3])[CH3:1])[C:13]=2[C:12]2[CH:11]=[CH:10][CH:9]=[CH:8][C:7]=2[N:6]=1. Given the reactants [CH3:1][NH:2][CH3:3].[NH2:4][C:5]1[C:14]2[N:15]=[C:16]([CH2:38][CH2:39][CH2:40][CH3:41])[N:17]([CH2:18][CH2:19][CH2:20][N:21]([CH2:26][C:27]3[CH:28]=[C:29]([CH2:33][C:34]([O:36][CH3:37])=[O:35])[CH:30]=[CH:31][CH:32]=3)[CH2:22][CH2:23][CH2:24]Cl)[C:13]=2[C:12]2[CH:11]=[CH:10][CH:9]=[CH:8][C:7]=2[N:6]=1.[I-].[Na+], predict the reaction product. (5) The product is: [CH:23]1([N:9]([CH:6]2[CH2:5][CH2:4][N:3]([C:1]3[O:26][N:27]=[C:28]([C:29]4[CH:30]=[N:31][CH:32]=[CH:33][CH:34]=4)[N:2]=3)[CH2:8][CH2:7]2)[C:10](=[O:22])[C:11]2[CH:12]=[CH:13][C:14]([C:17]3[O:21][CH:20]=[N:19][CH:18]=3)=[CH:15][CH:16]=2)[CH2:25][CH2:24]1. Given the reactants [C:1]([N:3]1[CH2:8][CH2:7][CH:6]([N:9]([CH:23]2[CH2:25][CH2:24]2)[C:10](=[O:22])[C:11]2[CH:16]=[CH:15][C:14]([C:17]3[O:21][CH:20]=[N:19][CH:18]=3)=[CH:13][CH:12]=2)[CH2:5][CH2:4]1)#[N:2].[OH:26][NH:27][C:28](=N)[C:29]1[CH:34]=[CH:33][CH:32]=[N:31][CH:30]=1, predict the reaction product. (6) The product is: [CH2:1]([O:6][C:7]1[CH:8]=[CH:9][C:10]([C:11]([CH:19]=[CH2:20])=[O:12])=[CH:17][CH:18]=1)[CH2:2][CH2:3][CH2:4][CH3:5]. Given the reactants [CH2:1]([O:6][C:7]1[CH:18]=[CH:17][C:10]([C:11](N(C)OC)=[O:12])=[CH:9][CH:8]=1)[CH2:2][CH2:3][CH2:4][CH3:5].[CH:19]([Mg]Br)=[CH2:20].Cl, predict the reaction product. (7) Given the reactants [F:1][C:2]1[CH:3]=[C:4]2[C:9](=[C:10]([F:12])[CH:11]=1)[O:8][CH2:7][C:6]([N+]([O-])=O)=[CH:5]2.C(O)(=[O:18])C, predict the reaction product. The product is: [F:1][C:2]1[CH:3]=[C:4]2[C:9](=[C:10]([F:12])[CH:11]=1)[O:8][CH2:7][C:6](=[O:18])[CH2:5]2.